This data is from Reaction yield outcomes from USPTO patents with 853,638 reactions. The task is: Predict the reaction yield, written as a fraction of the theoretical maximum amount of product (1.0 means a 100% yield; for example, 0.34 means a 34% yield). (1) The reactants are [N+:1]([C:4]1[CH:10]=[CH:9][C:7]([NH2:8])=[CH:6][CH:5]=1)([O-:3])=[O:2].[H-].[Na+].Cl.[CH3:14][N:15]([CH3:19])[CH2:16][CH2:17]Cl. The catalyst is CN(C=O)C. The product is [CH3:14][N:15]([CH3:19])[CH2:16][CH2:17][NH:8][C:7]1[CH:9]=[CH:10][C:4]([N+:1]([O-:3])=[O:2])=[CH:5][CH:6]=1. The yield is 0.560. (2) The reactants are C(OC([C:6]1[C:10]([C:11]2[CH:16]=[CH:15][C:14]([CH3:17])=[CH:13][CH:12]=2)=[CH:9][NH:8][CH:7]=1)=O)C.[OH-].[Na+].[Na+].[Cl-]. The catalyst is C(O)CO. The product is [CH3:17][C:14]1[CH:13]=[CH:12][C:11]([C:10]2[CH:6]=[CH:7][NH:8][CH:9]=2)=[CH:16][CH:15]=1. The yield is 0.710. (3) The reactants are C([O:3][CH:4](OCC)[C:5]1[S:6][CH:7]=[C:8]([C:10]([O:12][CH3:13])=[O:11])[N:9]=1)C.Cl. The catalyst is CC(C)=O. The product is [CH:4]([C:5]1[S:6][CH:7]=[C:8]([C:10]([O:12][CH3:13])=[O:11])[N:9]=1)=[O:3]. The yield is 0.344. (4) The product is [CH:6]([C:5]1[CH:8]=[CH:9][C:2]([CH2:15][CH2:14][C:13]([O:12][CH2:10][CH3:11])=[O:16])=[CH:3][CH:4]=1)=[O:7]. The yield is 0.566. The reactants are Br[C:2]1[CH:9]=[CH:8][C:5]([CH:6]=[O:7])=[CH:4][CH:3]=1.[CH2:10]([O:12][CH:13]([O:16]CC)[CH:14]=[CH2:15])[CH3:11].N(CCCC)(CCCC)CCCC. The catalyst is CN(C=O)C. (5) The reactants are [NH2:1][C:2]1[N:7]=[CH:6][C:5]([C:8]2[CH:9]=[N:10][C:11]([OH:14])=[CH:12][CH:13]=2)=[CH:4][C:3]=1[O:15][CH:16]([C:18]1[C:23]([Cl:24])=[CH:22][CH:21]=[C:20]([F:25])[C:19]=1[Cl:26])[CH3:17].C1(P(C2C=CC=CC=2)C2C=CC=CC=2)C=CC=CC=1.[N:46]1([CH2:52][CH2:53]O)[CH2:51][CH2:50][O:49][CH2:48][CH2:47]1.CCOC(/N=N/C(OCC)=O)=O. No catalyst specified. The product is [Cl:26][C:19]1[C:20]([F:25])=[CH:21][CH:22]=[C:23]([Cl:24])[C:18]=1[CH:16]([O:15][C:3]1[CH:4]=[C:5]([C:8]2[CH:9]=[N:10][C:11]([O:14][CH2:53][CH2:52][N:46]3[CH2:51][CH2:50][O:49][CH2:48][CH2:47]3)=[CH:12][CH:13]=2)[CH:6]=[N:7][C:2]=1[NH2:1])[CH3:17]. The yield is 0.530. (6) The reactants are Br[C:2]1[CH:7]=[CH:6][C:5]([N+:8]([O-:10])=[O:9])=[CH:4][C:3]=1[O:11][CH3:12].[CH2:13]([N:20]1[CH:24]=[C:23](B2OC(C)(C)C(C)(C)O2)[CH:22]=[N:21]1)[C:14]1[CH:19]=[CH:18][CH:17]=[CH:16][CH:15]=1.C(=O)([O-])[O-].[Na+].[Na+].C([O-])(O)=O.[Na+]. The catalyst is C1COCC1.Cl[Pd](Cl)([P](C1C=CC=CC=1)(C1C=CC=CC=1)C1C=CC=CC=1)[P](C1C=CC=CC=1)(C1C=CC=CC=1)C1C=CC=CC=1. The product is [CH2:13]([N:20]1[CH:24]=[C:23]([C:2]2[CH:7]=[CH:6][C:5]([N+:8]([O-:10])=[O:9])=[CH:4][C:3]=2[O:11][CH3:12])[CH:22]=[N:21]1)[C:14]1[CH:19]=[CH:18][CH:17]=[CH:16][CH:15]=1. The yield is 0.680.